Dataset: Forward reaction prediction with 1.9M reactions from USPTO patents (1976-2016). Task: Predict the product of the given reaction. (1) The product is: [CH3:10][O:9][C:5]1[CH:4]=[C:3]2[C:2](=[C:7]([CH3:8])[CH:6]=1)[NH:1][CH:12]=[CH:11]2. Given the reactants [NH2:1][C:2]1[C:7]([CH3:8])=[CH:6][C:5]([O:9][CH3:10])=[CH:4][C:3]=1[C:11](=O)[CH2:12]Cl.O1CCOCC1.[BH4-].[Na+].Cl, predict the reaction product. (2) Given the reactants Cl[CH2:2][C:3](=[O:5])[CH3:4].[C:6]1([P:12]([C:19]2[CH:24]=[CH:23][CH:22]=[CH:21][CH:20]=2)[C:13]2[CH:18]=[CH:17][CH:16]=[CH:15][CH:14]=2)[CH:11]=[CH:10][CH:9]=[CH:8][CH:7]=1, predict the reaction product. The product is: [C:19]1([P:12]([C:6]2[CH:7]=[CH:8][CH:9]=[CH:10][CH:11]=2)([C:13]2[CH:18]=[CH:17][CH:16]=[CH:15][CH:14]=2)=[CH:2][C:3](=[O:5])[CH3:4])[CH:20]=[CH:21][CH:22]=[CH:23][CH:24]=1. (3) Given the reactants [F:1][C:2]1([F:17])[CH2:5][CH:4]([NH:6][C:7]2[N:15]=[CH:14][C:13]([F:16])=[CH:12][C:8]=2[C:9]([OH:11])=O)[CH2:3]1.CCN=C=NCCCN(C)C.C1C=CC2N(O)N=NC=2C=1.CCN(C(C)C)C(C)C.Cl.[CH2:49]([C:51]([NH2:56])([CH2:54][CH3:55])[C:52]#[CH:53])[CH3:50], predict the reaction product. The product is: [F:17][C:2]1([F:1])[CH2:3][CH:4]([NH:6][C:7]2[N:15]=[CH:14][C:13]([F:16])=[CH:12][C:8]=2[C:9]([NH:56][C:51]([CH2:54][CH3:55])([CH2:52][CH3:53])[C:49]#[CH:50])=[O:11])[CH2:5]1. (4) Given the reactants [F:1][CH:2]([F:10])[C:3]1[C:4]([CH3:9])=[N:5][CH:6]=[CH:7][CH:8]=1.ClC1C=CC=C(C(OO)=[O:19])C=1, predict the reaction product. The product is: [F:1][CH:2]([F:10])[C:3]1[C:4]([CH3:9])=[N+:5]([O-:19])[CH:6]=[CH:7][CH:8]=1. (5) Given the reactants Br[C:2]1[CH:3]=[C:4]2[C:9](=[CH:10][CH:11]=1)[C:7](=[O:8])[O:6][CH2:5]2.[CH2:12]([O:15][CH:16]1[CH2:21][CH2:20][CH2:19][CH2:18][O:17]1)[C:13]#[CH:14].C(N(CC)CC)C, predict the reaction product. The product is: [O:17]1[CH2:18][CH2:19][CH2:20][CH2:21][CH:16]1[O:15][CH2:12][C:13]#[C:14][C:2]1[CH:3]=[C:4]2[C:9](=[CH:10][CH:11]=1)[C:7](=[O:8])[O:6][CH2:5]2. (6) Given the reactants C1C=CC(P(C2C=CC=CC=2)C2C=CC=CC=2)=CC=1.II.[CH2:22]([O:29][N:30]1[C:36](=[O:37])[N:35]2[CH2:38][C@H:31]1[CH2:32][CH2:33][C@H:34]2[C:39]([NH:41][NH:42][C:43](=O)[CH2:44][CH2:45][CH2:46][NH:47][C:48](=[O:54])[O:49][C:50]([CH3:53])([CH3:52])[CH3:51])=[O:40])[C:23]1[CH:28]=[CH:27][CH:26]=[CH:25][CH:24]=1, predict the reaction product. The product is: [CH2:22]([O:29][N:30]1[C:36](=[O:37])[N:35]2[CH2:38][C@H:31]1[CH2:32][CH2:33][C@H:34]2[C:39]1[O:40][C:43]([CH2:44][CH2:45][CH2:46][NH:47][C:48](=[O:54])[O:49][C:50]([CH3:52])([CH3:53])[CH3:51])=[N:42][N:41]=1)[C:23]1[CH:28]=[CH:27][CH:26]=[CH:25][CH:24]=1.